Dataset: Forward reaction prediction with 1.9M reactions from USPTO patents (1976-2016). Task: Predict the product of the given reaction. (1) Given the reactants CO[C:3](=[O:12])[C:4]1[CH:9]=[CH:8][CH:7]=[CH:6][C:5]=1[CH2:10]Br.[O:13]([C:20]1[CH:21]=[C:22]([CH:25]=[CH:26][CH:27]=1)[CH2:23][NH2:24])[C:14]1[CH:19]=[CH:18][CH:17]=[CH:16][CH:15]=1.C([O-])([O-])=O.[K+].[K+].C(OCC)(=O)C, predict the reaction product. The product is: [O:13]([C:20]1[CH:21]=[C:22]([CH:25]=[CH:26][CH:27]=1)[CH2:23][N:24]1[CH2:10][C:5]2[C:4](=[CH:9][CH:8]=[CH:7][CH:6]=2)[C:3]1=[O:12])[C:14]1[CH:15]=[CH:16][CH:17]=[CH:18][CH:19]=1. (2) The product is: [CH3:21][C:18]1[S:17][C:16]([NH:15][C:14]([C:12]2[CH:13]=[C:9]([C@@H:7]3[CH2:8][C@H:6]3[NH:5][CH2:23][CH:24]3[CH2:29][CH2:28][N:27]([CH2:30][CH2:31][C:32]([O:34][C:35]([CH3:38])([CH3:37])[CH3:36])=[O:33])[CH2:26][CH2:25]3)[S:10][CH:11]=2)=[O:22])=[N:20][N:19]=1. Given the reactants FC(F)(F)C([N:5]([CH2:23][CH:24]1[CH2:29][CH2:28][N:27]([CH2:30][CH2:31][C:32]([O:34][C:35]([CH3:38])([CH3:37])[CH3:36])=[O:33])[CH2:26][CH2:25]1)[C@@H:6]1[CH2:8][C@H:7]1[C:9]1[S:10][CH:11]=[C:12]([C:14](=[O:22])[NH:15][C:16]2[S:17][C:18]([CH3:21])=[N:19][N:20]=2)[CH:13]=1)=O.CO.C1COCC1.[OH-].[Na+], predict the reaction product. (3) Given the reactants F[C:2]1[CH:9]=[CH:8][CH:7]=[CH:6][C:3]=1[C:4]#[N:5].[NH:10]1[CH2:15][CH2:14][CH2:13][CH2:12][CH2:11]1, predict the reaction product. The product is: [N:10]1([C:2]2[CH:9]=[CH:8][CH:7]=[CH:6][C:3]=2[C:4]#[N:5])[CH2:15][CH2:14][CH2:13][CH2:12][CH2:11]1. (4) The product is: [Cl:1][C:2]1[C:10]([C:11]2([C:14]#[N:15])[CH2:13][CH2:12]2)=[CH:9][CH:8]=[CH:7][C:3]=1[C:4]([NH:21][C:22]1[CH:23]=[C:24]([OH:29])[CH:25]=[CH:26][C:27]=1[F:28])=[O:6]. Given the reactants [Cl:1][C:2]1[C:10]([C:11]2([C:14]#[N:15])[CH2:13][CH2:12]2)=[CH:9][CH:8]=[CH:7][C:3]=1[C:4]([OH:6])=O.CN(C)C=O.[NH2:21][C:22]1[CH:23]=[C:24]([OH:29])[CH:25]=[CH:26][C:27]=1[F:28].C(=O)([O-])O.[Na+], predict the reaction product. (5) Given the reactants [CH3:1][C:2]1[CH:10]=[CH:9][C:8]2[NH:7][C:6]3[CH:11]4[CH2:16][CH2:15][N:14]([C:5]=3[C:4]=2[CH:3]=1)[CH2:13][CH2:12]4.[CH3:17][C:18]1[CH:25]=[CH:24][CH:23]=[CH:22][C:19]=1[CH:20]=[CH2:21], predict the reaction product. The product is: [CH3:1][C:2]1[CH:10]=[CH:9][C:8]2[N:7]([CH2:21][CH2:20][C:19]3[CH:22]=[CH:23][CH:24]=[CH:25][C:18]=3[CH3:17])[C:6]3[CH:11]4[CH2:16][CH2:15][N:14]([C:5]=3[C:4]=2[CH:3]=1)[CH2:13][CH2:12]4.